Dataset: Reaction yield outcomes from USPTO patents with 853,638 reactions. Task: Predict the reaction yield, written as a fraction of the theoretical maximum amount of product (1.0 means a 100% yield; for example, 0.34 means a 34% yield). (1) The reactants are [CH3:1][C:2]([C:4]1[CH:9]=[CH:8][C:7](Br)=[CH:6][CH:5]=1)=[O:3].[CH3:11][CH2:12][N:13]([CH2:16][CH2:17][OH:18])[CH2:14][CH3:15].C([O-])([O-])=O.[K+].[K+]. The catalyst is CS(C)=O.[Cu].[Cu]I. The product is [CH2:12]([N:13]([CH2:14][CH3:15])[CH2:16][CH2:17][O:18][C:7]1[CH:8]=[CH:9][C:4]([C:2](=[O:3])[CH3:1])=[CH:5][CH:6]=1)[CH3:11]. The yield is 0.820. (2) The reactants are [CH2:1]([N:8]([CH3:12])[CH2:9][CH2:10]O)[C:2]1[CH:7]=[CH:6][CH:5]=[CH:4][CH:3]=1.S(Cl)([Cl:15])=O. The catalyst is Cl. The product is [ClH:15].[CH2:1]([N:8]([CH2:9][CH2:10][Cl:15])[CH3:12])[C:2]1[CH:7]=[CH:6][CH:5]=[CH:4][CH:3]=1. The yield is 0.800. (3) The reactants are [CH2:1]([C:3]1[N:4]([C:28]2[CH:33]=[CH:32][C:31]([OH:34])=[CH:30][CH:29]=2)[C:5](=[O:27])[C:6]([CH2:12][C:13]2[CH:18]=[CH:17][C:16]([C:19]3[C:20]([C:25]#[N:26])=[CH:21][CH:22]=[CH:23][CH:24]=3)=[CH:15][CH:14]=2)=[C:7]([CH2:9][CH2:10][CH3:11])[N:8]=1)[CH3:2].[F:35][C:36]1([F:43])[CH2:41][CH2:40][CH:39](O)[CH2:38][CH2:37]1.N(C(OC(C)C)=O)=NC(OC(C)C)=O.C1(P(C2C=CC=CC=2)C2C=CC=CC=2)C=CC=CC=1. The catalyst is C(OCC)(=O)C.O1CCCC1. The product is [F:35][C:36]1([F:43])[CH2:41][CH2:40][CH:39]([O:34][C:31]2[CH:32]=[CH:33][C:28]([N:4]3[C:5](=[O:27])[C:6]([CH2:12][C:13]4[CH:18]=[CH:17][C:16]([C:19]5[C:20]([C:25]#[N:26])=[CH:21][CH:22]=[CH:23][CH:24]=5)=[CH:15][CH:14]=4)=[C:7]([CH2:9][CH2:10][CH3:11])[N:8]=[C:3]3[CH2:1][CH3:2])=[CH:29][CH:30]=2)[CH2:38][CH2:37]1. The yield is 0.860.